This data is from Full USPTO retrosynthesis dataset with 1.9M reactions from patents (1976-2016). The task is: Predict the reactants needed to synthesize the given product. (1) Given the product [Br:1][C:2]1[CH:3]=[N:4][C:5]2[N:6]([N:8]=[C:9]([C:11]([N:19]3[CH2:20][CH2:21][C:22]4[O:14][CH:15]=[CH:16][C:17]=4[CH2:18]3)=[O:13])[CH:10]=2)[CH:7]=1, predict the reactants needed to synthesize it. The reactants are: [Br:1][C:2]1[CH:3]=[N:4][C:5]2[N:6]([N:8]=[C:9]([C:11]([OH:13])=O)[CH:10]=2)[CH:7]=1.[O:14]1[C:22]2[CH2:21][CH2:20][NH:19][CH2:18][C:17]=2[CH:16]=[CH:15]1. (2) Given the product [F:27][C:20]1[CH:21]=[CH:22][C:23]([O:25][CH3:26])=[CH:24][C:19]=1[C:10]1[C:9]([OH:8])=[CH:18][C:13]([C:14]([O:16][CH3:17])=[O:15])=[CH:12][N:11]=1, predict the reactants needed to synthesize it. The reactants are: C([O:8][C:9]1[C:10]([C:19]2[CH:24]=[C:23]([O:25][CH3:26])[CH:22]=[CH:21][C:20]=2[F:27])=[N:11][CH:12]=[C:13]([CH:18]=1)[C:14]([O:16][CH3:17])=[O:15])C1C=CC=CC=1.